This data is from Reaction yield outcomes from USPTO patents with 853,638 reactions. The task is: Predict the reaction yield, written as a fraction of the theoretical maximum amount of product (1.0 means a 100% yield; for example, 0.34 means a 34% yield). The reactants are [CH3:1][C:2]1([CH3:24])[S:6][C@@H:5]2[C@H:7]([NH:10][C:11]([C@H:13]([NH2:20])[C:14]3[CH:15]=[CH:16][CH:17]=[CH:18][CH:19]=3)=[O:12])[C:8](=[O:9])[N:4]2[C@H:3]1[C:21]([OH:23])=[O:22].O1CCCC1.[N+:30]([O-:33])([OH:32])=[O:31]. The catalyst is C(#N)C. The product is [CH3:1][C:2]1([CH3:24])[S:6][C@@H:5]2[C@H:7]([NH:10][C:11]([C@H:13]([NH2:20])[C:14]3[CH:19]=[CH:18][CH:17]=[CH:16][CH:15]=3)=[O:12])[C:8](=[O:9])[N:4]2[C@H:3]1[C:21]([OH:23])=[O:22].[N+:30]([O-:33])([O-:32])=[O:31]. The yield is 0.550.